The task is: Predict the reactants needed to synthesize the given product.. This data is from Full USPTO retrosynthesis dataset with 1.9M reactions from patents (1976-2016). Given the product [Cl:1][C:2]1[S:13][C:5]2=[N:6][CH:7]=[C:8]([C:11]#[N:12])[C:9]([NH:14][C:15]3[CH:16]=[C:17]4[C:21](=[CH:22][CH:23]=3)[NH:20][CH:19]=[CH:18]4)=[C:4]2[CH:3]=1, predict the reactants needed to synthesize it. The reactants are: [Cl:1][C:2]1[S:13][C:5]2=[N:6][CH:7]=[C:8]([C:11]#[N:12])[C:9](Cl)=[C:4]2[CH:3]=1.[NH2:14][C:15]1[CH:16]=[C:17]2[C:21](=[CH:22][CH:23]=1)[NH:20][CH:19]=[CH:18]2.